Dataset: Catalyst prediction with 721,799 reactions and 888 catalyst types from USPTO. Task: Predict which catalyst facilitates the given reaction. (1) Reactant: [CH3:1][CH2:2][CH:3](O)[CH2:4][CH3:5].[Cl:7][C:8]1[CH:9]=[C:10]([CH:13]=[CH:14][C:15]=1[OH:16])[C:11]#[N:12].C1C=CC(P(C2C=CC=CC=2)C2C=CC=CC=2)=CC=1.CC(OC(/N=N/C(OC(C)C)=O)=O)C. Product: [Cl:7][C:8]1[CH:9]=[C:10]([CH:13]=[CH:14][C:15]=1[O:16][CH:3]([CH2:4][CH3:5])[CH2:2][CH3:1])[C:11]#[N:12]. The catalyst class is: 1. (2) Reactant: [Cl:1][C:2]1[CH:7]=[C:6]([Cl:8])[CH:5]=[CH:4][C:3]=1[NH:9][C:10]1[N:14]([CH2:15][CH2:16][C:17]([O:19]CC)=[O:18])[C:13]2[C:22]([N:26]([CH2:29][CH3:30])[CH2:27][CH3:28])=[CH:23][CH:24]=[CH:25][C:12]=2[N:11]=1.[OH-].[Na+].Cl. Product: [Cl:1][C:2]1[CH:7]=[C:6]([Cl:8])[CH:5]=[CH:4][C:3]=1[NH:9][C:10]1[N:14]([CH2:15][CH2:16][C:17]([OH:19])=[O:18])[C:13]2[C:22]([N:26]([CH2:27][CH3:28])[CH2:29][CH3:30])=[CH:23][CH:24]=[CH:25][C:12]=2[N:11]=1. The catalyst class is: 83.